Dataset: Forward reaction prediction with 1.9M reactions from USPTO patents (1976-2016). Task: Predict the product of the given reaction. Given the reactants Br[C:2]1[C:6]2[CH:7]=[N:8][CH:9]=[CH:10][C:5]=2[N:4]([C:11]([C:24]2[CH:29]=[CH:28][CH:27]=[CH:26][CH:25]=2)([C:18]2[CH:23]=[CH:22][CH:21]=[CH:20][CH:19]=2)[C:12]2[CH:17]=[CH:16][CH:15]=[CH:14][CH:13]=2)[N:3]=1.[F:30][C:31]1[CH:32]=[C:33](B(O)O)[CH:34]=[CH:35][CH:36]=1.O.O.O.O.O.O.O.O.[OH-].[Ba+2].[OH-].C(COC)OC, predict the reaction product. The product is: [F:30][C:31]1[CH:36]=[C:35]([C:2]2[C:6]3[CH:7]=[N:8][CH:9]=[CH:10][C:5]=3[N:4]([C:11]([C:24]3[CH:29]=[CH:28][CH:27]=[CH:26][CH:25]=3)([C:18]3[CH:23]=[CH:22][CH:21]=[CH:20][CH:19]=3)[C:12]3[CH:17]=[CH:16][CH:15]=[CH:14][CH:13]=3)[N:3]=2)[CH:34]=[CH:33][CH:32]=1.